This data is from Catalyst prediction with 721,799 reactions and 888 catalyst types from USPTO. The task is: Predict which catalyst facilitates the given reaction. (1) Reactant: O1[C:5]2([CH2:10][CH2:9][CH:8]([C:11]#[N:12])[CH2:7][CH2:6]2)[O:4]CC1.Cl. Product: [O:4]=[C:5]1[CH2:10][CH2:9][CH:8]([C:11]#[N:12])[CH2:7][CH2:6]1. The catalyst class is: 21. (2) Reactant: CO[C:3]1[CH2:9][CH2:8][NH:7][CH:6]([C:10]([O:12][C:13]([CH3:16])([CH3:15])[CH3:14])=[O:11])[CH2:5][N:4]=1.[C:17](#[N:21])[CH2:18][C:19]#[N:20]. Product: [C:19]([C:18]([C:17]#[N:21])=[C:3]1[CH:9]=[CH:8][N:7]=[C:6]([C:10]([O:12][C:13]([CH3:16])([CH3:15])[CH3:14])=[O:11])[CH:5]=[N:4]1)#[N:20]. The catalyst class is: 548. (3) Reactant: [NH2:1][C:2]1[CH:7]=[CH:6][CH:5]=[C:4]([F:8])[C:3]=1[OH:9].S(=O)(=O)(O)O.O[CH2:16][CH:17]([CH2:19]O)O. Product: [F:8][C:4]1[C:3]([OH:9])=[C:2]2[C:7]([CH:16]=[CH:17][CH:19]=[N:1]2)=[CH:6][CH:5]=1. The catalyst class is: 641. (4) Reactant: C([O:9][C@@H:10]1[C@@H:17]2[C@@H:13]([NH:14][O:15][CH2:16]2)[C@H:12]([F:18])[C@H:11]1[O:19][CH2:20][C:21]1[CH:26]=[CH:25][CH:24]=[CH:23][CH:22]=1)(=O)C1C=CC=CC=1.C[O-].[Na+].[Cl-].[NH4+].[C:32](=[O:35])([O-])[OH:33].[Na+]. The catalyst class is: 5. Product: [CH2:20]([O:19][C@@H:11]1[C@@H:12]([F:18])[C@@H:13]2[N:14]([C:32]([O:33][CH2:20][C:21]3[CH:26]=[CH:25][CH:24]=[CH:23][CH:22]=3)=[O:35])[O:15][CH2:16][C@@H:17]2[C@H:10]1[OH:9])[C:21]1[CH:22]=[CH:23][CH:24]=[CH:25][CH:26]=1. (5) Reactant: [F:1][C:2]1[C:3]([O:23][CH3:24])=[CH:4][CH:5]=[C:6]2[C:10]=1[C:9](=[O:11])[N:8]([CH2:12][C@H:13]1[CH2:18][CH2:17][C@H:16]([C:19]([O:21]C)=[O:20])[CH2:15][CH2:14]1)[CH2:7]2.[OH-].[Na+]. Product: [F:1][C:2]1[C:3]([O:23][CH3:24])=[CH:4][CH:5]=[C:6]2[C:10]=1[C:9](=[O:11])[N:8]([CH2:12][C@H:13]1[CH2:14][CH2:15][C@H:16]([C:19]([OH:21])=[O:20])[CH2:17][CH2:18]1)[CH2:7]2. The catalyst class is: 5. (6) Reactant: FC(F)(F)C(O)=O.[CH3:8][CH:9]([O:11][C:12]1[CH:19]=[CH:18][C:17]([C:20]2[O:24][N:23]=[C:22]([C:25]3[C:35]4[CH2:34][CH2:33][NH:32][CH2:31][CH2:30][C:29]=4[CH:28]=[CH:27][CH:26]=3)[N:21]=2)=[CH:16][C:13]=1[C:14]#[N:15])[CH3:10].Br[CH2:37][C:38]([NH2:40])=[O:39].C(=O)([O-])[O-].[K+].[K+]. Product: [C:14]([C:13]1[CH:16]=[C:17]([C:20]2[O:24][N:23]=[C:22]([C:25]3[C:35]4[CH2:34][CH2:33][N:32]([CH2:37][C:38]([NH2:40])=[O:39])[CH2:31][CH2:30][C:29]=4[CH:28]=[CH:27][CH:26]=3)[N:21]=2)[CH:18]=[CH:19][C:12]=1[O:11][CH:9]([CH3:8])[CH3:10])#[N:15]. The catalyst class is: 21. (7) Reactant: [CH3:1][O:2][C:3]1[CH:8]=[CH:7][C:6](SC)=[CH:5][CH:4]=1.N1C(=O)NC(=O)N[C:12]1=O.Cl[O-].[Na+].[S:23]([O-:26])([O-])=[O:24].[Na+].[Na+]. Product: [CH3:1][O:2][C:3]1[CH:8]=[CH:7][C:6]([S:23]([CH3:12])(=[O:26])=[O:24])=[CH:5][CH:4]=1. The catalyst class is: 226. (8) Reactant: I[CH3:2].[CH2:3]([O:5][P:6]([CH:11]([OH:17])[C:12]([O:14][CH2:15][CH3:16])=[O:13])([O:8][CH2:9][CH3:10])=[O:7])[CH3:4]. Product: [CH2:9]([O:8][P:6]([CH:11]([O:17][CH3:2])[C:12]([O:14][CH2:15][CH3:16])=[O:13])([O:5][CH2:3][CH3:4])=[O:7])[CH3:10]. The catalyst class is: 22. (9) Reactant: CC(C)([O-])C.[K+].[N+:7]([C:10]1[S:14][C:13]([C:15]([NH2:17])=[O:16])=[CH:12][CH:11]=1)([O-:9])=[O:8].Cl[CH2:19][C:20]([O:22][CH2:23][CH3:24])=[O:21]. Product: [C:15]([C:13]1[S:14][C:10]([N+:7]([O-:9])=[O:8])=[C:11]([CH2:19][C:20]([O:22][CH2:23][CH3:24])=[O:21])[CH:12]=1)(=[O:16])[NH2:17]. The catalyst class is: 7.